Task: Predict the reaction yield, written as a fraction of the theoretical maximum amount of product (1.0 means a 100% yield; for example, 0.34 means a 34% yield).. Dataset: Reaction yield outcomes from USPTO patents with 853,638 reactions (1) The reactants are Br[C:2]1[CH:12]=[C:11]([Cl:13])[C:5]2[N:6]([CH3:10])[C:7](=[O:9])[O:8][C:4]=2[CH:3]=1.[Cl-].[Li+].[CH3:16][Sn:17]([CH3:23])([CH3:22])[Sn:17]([CH3:23])([CH3:22])[CH3:16]. The catalyst is O1CCOCC1.C1C=CC([P]([Pd]([P](C2C=CC=CC=2)(C2C=CC=CC=2)C2C=CC=CC=2)([P](C2C=CC=CC=2)(C2C=CC=CC=2)C2C=CC=CC=2)[P](C2C=CC=CC=2)(C2C=CC=CC=2)C2C=CC=CC=2)(C2C=CC=CC=2)C2C=CC=CC=2)=CC=1. The product is [Cl:13][C:11]1[C:5]2[N:6]([CH3:10])[C:7](=[O:9])[O:8][C:4]=2[CH:3]=[C:2]([Sn:17]([CH3:23])([CH3:22])[CH3:16])[CH:12]=1. The yield is 0.440. (2) The catalyst is C1(C)C=CC=CC=1.C(OCC)(=O)C. The yield is 0.690. The product is [O:31]1[CH2:32][CH2:33][N:28]([C:2]2=[N:3][C:4]3[CH:27]=[CH:26][CH:25]=[CH:24][C:5]=3[O:6][C:7]3[CH:12]=[CH:11][C:10]([C:13]4[CH:23]=[CH:22][C:16]([C:17]([O:19][CH2:20][CH3:21])=[O:18])=[CH:15][CH:14]=4)=[CH:9][C:8]2=3)[CH2:29][CH2:30]1. The reactants are Cl[C:2]1=[N:3][C:4]2[CH:27]=[CH:26][CH:25]=[CH:24][C:5]=2[O:6][C:7]2[CH:12]=[CH:11][C:10]([C:13]3[CH:23]=[CH:22][C:16]([C:17]([O:19][CH2:20][CH3:21])=[O:18])=[CH:15][CH:14]=3)=[CH:9][C:8]1=2.[NH:28]1[CH2:33][CH2:32][O:31][CH2:30][CH2:29]1. (3) The reactants are [CH3:1][N:2]1[CH2:7][CH2:6][CH:5]([C:8]([OH:10])=O)[CH2:4][CH2:3]1.CCN=C=NCCCN(C)C.C(N(CC)CC)C.[NH2:29][CH2:30][CH2:31][C:32]1[CH:37]=[CH:36][C:35]([O:38][C:39](=[O:48])[N:40]([CH3:47])[C:41]2[CH:46]=[CH:45][CH:44]=[CH:43][CH:42]=2)=[CH:34][CH:33]=1.C(O)(C(F)(F)F)=O. The catalyst is C(Cl)Cl. The product is [CH3:1][N:2]1[CH2:3][CH2:4][CH:5]([C:8]([NH:29][CH2:30][CH2:31][C:32]2[CH:33]=[CH:34][C:35]([O:38][C:39](=[O:48])[N:40]([CH3:47])[C:41]3[CH:42]=[CH:43][CH:44]=[CH:45][CH:46]=3)=[CH:36][CH:37]=2)=[O:10])[CH2:6][CH2:7]1. The yield is 0.0500. (4) The reactants are C[O:2][C:3]([C:5]1[CH:10]=[CH:9][C:8]([CH3:11])=[C:7]([S:12]([N:15]2[CH2:20][CH2:19][CH2:18][CH2:17][CH2:16]2)(=[O:14])=[O:13])[N:6]=1)=[O:4].O.[OH-].[Li+]. The catalyst is O1CCOCC1.O. The product is [CH3:11][C:8]1[CH:9]=[CH:10][C:5]([C:3]([OH:4])=[O:2])=[N:6][C:7]=1[S:12]([N:15]1[CH2:16][CH2:17][CH2:18][CH2:19][CH2:20]1)(=[O:14])=[O:13]. The yield is 0.710. (5) The reactants are [C:1]([O:5][C:6]([N:8]1[CH2:13][CH2:12][N:11]([C:14]2[CH:19]=[CH:18][CH:17]=[C:16](Br)[CH:15]=2)[CH2:10][CH2:9]1)=[O:7])([CH3:4])([CH3:3])[CH3:2].[N:21]1([CH2:26][CH2:27][NH2:28])[CH2:25][CH2:24][CH2:23][CH2:22]1.CC1(C)C2C(=C(P(C3C=CC=CC=3)C3C=CC=CC=3)C=CC=2)OC2C(P(C3C=CC=CC=3)C3C=CC=CC=3)=CC=CC1=2.CC([O-])(C)C.[Na+]. The catalyst is O1CCOCC1.C1C=CC(/C=C/C(/C=C/C2C=CC=CC=2)=O)=CC=1.C1C=CC(/C=C/C(/C=C/C2C=CC=CC=2)=O)=CC=1.C1C=CC(/C=C/C(/C=C/C2C=CC=CC=2)=O)=CC=1.[Pd].[Pd]. The product is [C:1]([O:5][C:6]([N:8]1[CH2:13][CH2:12][N:11]([C:14]2[CH:19]=[CH:18][CH:17]=[C:16]([NH:28][CH2:27][CH2:26][N:21]3[CH2:25][CH2:24][CH2:23][CH2:22]3)[CH:15]=2)[CH2:10][CH2:9]1)=[O:7])([CH3:4])([CH3:3])[CH3:2]. The yield is 0.620. (6) The reactants are [CH3:1][C:2]1[C:7]([OH:8])=[CH:6][CH:5]=[CH:4][N:3]=1.[H-].[Na+].[Br:11][C:12]1[CH:13]=[C:14]([N+]([O-])=O)[C:15]([C:18]#[N:19])=[N:16][CH:17]=1.[NH4+].[Cl-]. The catalyst is O.CN(C=O)C. The product is [Br:11][C:12]1[CH:13]=[C:14]([O:8][C:7]2[C:2]([CH3:1])=[N:3][CH:4]=[CH:5][CH:6]=2)[C:15]([C:18]#[N:19])=[N:16][CH:17]=1. The yield is 0.976. (7) The reactants are [C:1]([C:4]1[CH:5]=[C:6]2[C:11](=[CH:12][C:13]=1[O:14][CH3:15])[N:10]=[CH:9][CH:8]=[C:7]2Cl)(=[O:3])[NH2:2].[OH:17][C:18]1[CH:19]=[C:20]2[C:24](=[CH:25][CH:26]=1)[NH:23][CH:22]=[CH:21]2.C(N(C(C)C)CC)(C)C.CN1CCCC1=O. The catalyst is CS(C)=O. The product is [C:1]([C:4]1[CH:5]=[C:6]2[C:11](=[CH:12][C:13]=1[O:14][CH3:15])[N:10]=[CH:9][CH:8]=[C:7]2[O:17][C:18]1[CH:19]=[C:20]2[C:24](=[CH:25][CH:26]=1)[NH:23][CH:22]=[CH:21]2)(=[O:3])[NH2:2]. The yield is 0.458. (8) The reactants are [Br:1][C:2]1[C:3]([C:22]([O:24]CC)=[O:23])=[N:4][N:5]([C:14]2[CH:19]=[CH:18][C:17]([Cl:20])=[CH:16][C:15]=2[Cl:21])[C:6]=1[C:7]1[CH:12]=[CH:11][C:10]([Cl:13])=[CH:9][CH:8]=1.[OH-].[K+]. The catalyst is CO. The product is [Br:1][C:2]1[C:3]([C:22]([OH:24])=[O:23])=[N:4][N:5]([C:14]2[CH:19]=[CH:18][C:17]([Cl:20])=[CH:16][C:15]=2[Cl:21])[C:6]=1[C:7]1[CH:12]=[CH:11][C:10]([Cl:13])=[CH:9][CH:8]=1. The yield is 0.970. (9) The product is [CH3:1][O:2][C:3]1[CH:4]=[C:5]2[C:9](=[CH:10][CH:11]=1)[O:14][C:8](=[O:12])[CH2:7][CH2:6]2. The catalyst is ClCCl. The reactants are [CH3:1][O:2][C:3]1[CH:4]=[C:5]2[C:9](=[CH:10][CH:11]=1)[C:8](=[O:12])[CH2:7][CH2:6]2.C(=O)([O-])[OH:14].[Na+].ClC1C=CC=C(C(OO)=O)C=1. The yield is 0.800. (10) The reactants are [C:1]([O:4][CH2:5][CH2:6][O:7][C:8]1[CH:13]=[CH:12][C:11]([N+:14]([O-])=O)=[CH:10][C:9]=1[O:17][CH3:18])(=[O:3])[CH3:2]. The catalyst is C(OCC)(=O)C.[Pd]. The product is [NH2:14][C:11]1[CH:12]=[CH:13][C:8]([O:7][CH2:6][CH2:5][O:4][C:1](=[O:3])[CH3:2])=[C:9]([O:17][CH3:18])[CH:10]=1. The yield is 0.910.